Task: Predict the product of the given reaction.. Dataset: Forward reaction prediction with 1.9M reactions from USPTO patents (1976-2016) (1) Given the reactants [F:1][C:2]1[CH:7]=[C:6]([O:8][CH3:9])[CH:5]=[CH:4][C:3]=1[CH:10]1[CH2:15][CH2:14][N:13]([CH2:16][C:17]([O:19][CH2:20][CH3:21])=[O:18])[CH2:12][CH2:11]1.[I:22]I, predict the reaction product. The product is: [F:1][C:2]1[CH:7]=[C:6]([O:8][CH3:9])[C:5]([I:22])=[CH:4][C:3]=1[CH:10]1[CH2:15][CH2:14][N:13]([CH2:16][C:17]([O:19][CH2:20][CH3:21])=[O:18])[CH2:12][CH2:11]1. (2) Given the reactants [CH3:1][C:2]1[C:6]([S:7]([N:10]2[CH2:20][CH2:19][C:13]3([C:17](=[O:18])[NH:16][CH2:15][CH2:14]3)[CH2:12][CH2:11]2)(=[O:9])=[O:8])=[C:5]([CH3:21])[O:4][N:3]=1.[F:22][C:23]([F:34])([F:33])[CH:24]([C:26]1[CH:31]=[CH:30][C:29](I)=[CH:28][CH:27]=1)[OH:25], predict the reaction product. The product is: [CH3:1][C:2]1[C:6]([S:7]([N:10]2[CH2:11][CH2:12][C:13]3([C:17](=[O:18])[N:16]([C:29]4[CH:30]=[CH:31][C:26]([CH:24]([OH:25])[C:23]([F:33])([F:34])[F:22])=[CH:27][CH:28]=4)[CH2:15][CH2:14]3)[CH2:19][CH2:20]2)(=[O:9])=[O:8])=[C:5]([CH3:21])[O:4][N:3]=1. (3) Given the reactants O.[O:2]1[CH2:7][CH2:6][N:5]([CH2:8][C:9]2[CH:34]=[CH:33][C:12]([CH2:13][O:14][C:15]3[CH:23]=[CH:22][CH:21]=[C:20]4[C:16]=3[CH2:17][N:18]([C@H:25]3[CH2:30][CH2:29][C:28](=[O:31])[NH:27][C:26]3=[O:32])[C:19]4=[O:24])=[CH:11][CH:10]=2)[CH2:4][CH2:3]1, predict the reaction product. The product is: [O:2]1[CH2:7][CH2:6][N:5]([CH2:8][C:9]2[CH:34]=[CH:33][C:12]([CH2:13][O:14][C:15]3[CH:23]=[CH:22][CH:21]=[C:20]4[C:16]=3[CH2:17][N:18]([C@H:25]3[CH2:30][CH2:29][C:28](=[O:31])[NH:27][C:26]3=[O:32])[C:19]4=[O:24])=[CH:11][CH:10]=2)[CH2:4][CH2:3]1.